From a dataset of Forward reaction prediction with 1.9M reactions from USPTO patents (1976-2016). Predict the product of the given reaction. (1) The product is: [NH2:15][C@@H:14]1[CH2:13][C:12]([CH2:18][N:19]2[CH2:24][CH2:23][CH2:22][C@@H:21]([C:25]([O:27][CH2:28][CH3:29])=[O:26])[CH2:20]2)=[CH:11][CH2:10][C@H:9]1[C:3]1[CH:4]=[CH:5][C:6]([Cl:8])=[CH:7][C:2]=1[Cl:1]. Given the reactants [Cl:1][C:2]1[CH:7]=[C:6]([Cl:8])[CH:5]=[CH:4][C:3]=1[C@H:9]1[C@H:14]([N+:15]([O-])=O)[CH2:13][C:12]([CH2:18][N:19]2[CH2:24][CH2:23][CH2:22][C@@H:21]([C:25]([O:27][CH2:28][CH3:29])=[O:26])[CH2:20]2)=[CH:11][CH2:10]1, predict the reaction product. (2) Given the reactants [CH:1]1[C:13]2[C:12](=O)[C:11]3[C:6](=[CH:7][CH:8]=[CH:9][CH:10]=3)[C:5]=2[C:4](C(Cl)=O)=[CH:3][CH:2]=1.C(O)C[O:20]CCO.C(N(CC)CC)C, predict the reaction product. The product is: [C:1]1(=[O:20])[C:13]2[C:5]([C:6]3[C:11]([CH:12]=2)=[CH:10][CH:9]=[CH:8][CH:7]=3)=[CH:4][CH:3]=[CH:2]1.